From a dataset of Peptide-MHC class II binding affinity with 134,281 pairs from IEDB. Regression. Given a peptide amino acid sequence and an MHC pseudo amino acid sequence, predict their binding affinity value. This is MHC class II binding data. The peptide sequence is PEHRQLANAIFKLTYQN. The MHC is DRB5_0101 with pseudo-sequence DRB5_0101. The binding affinity (normalized) is 0.448.